Task: Predict the reactants needed to synthesize the given product.. Dataset: Full USPTO retrosynthesis dataset with 1.9M reactions from patents (1976-2016) (1) Given the product [CH2:24]([O:23][C:21]([N:10]1[CH:9]([CH:15]([OH:19])[CH:16]([OH:18])[CH3:17])[CH2:8][NH:7][C:6]2[NH:5][C:4]([NH2:3])=[N:13][C:12](=[O:14])[C:11]1=2)=[O:22])[C:25]1[CH:30]=[CH:29][CH:28]=[CH:27][CH:26]=1, predict the reactants needed to synthesize it. The reactants are: Cl.Cl.[NH2:3][C:4]1[NH:5][C:6]2[NH:7][CH2:8][CH:9]([CH:15]([OH:19])[CH:16]([OH:18])[CH3:17])[NH:10][C:11]=2[C:12](=[O:14])[N:13]=1.Cl[C:21]([O:23][CH2:24][C:25]1[CH:30]=[CH:29][CH:28]=[CH:27][CH:26]=1)=[O:22]. (2) Given the product [CH2:13]([N:1]1[C:5]2=[N:6][C:7]([C:10]#[N:11])=[CH:8][CH:9]=[C:4]2[CH:3]=[CH:2]1)[CH:14]([CH3:16])[CH3:15], predict the reactants needed to synthesize it. The reactants are: [NH:1]1[C:5]2=[N:6][C:7]([C:10]#[N:11])=[CH:8][CH:9]=[C:4]2[CH:3]=[CH:2]1.Cl[CH2:13][CH:14]([CH3:16])[CH3:15]. (3) Given the product [CH3:22][S:4][C:3]([N:5]1[CH2:9][CH2:8][CH2:7][CH:6]1[C:10]1[CH:14]=[C:13]([C:15]2[CH:20]=[CH:19][CH:18]=[C:17]([Cl:21])[CH:16]=2)[O:12][N:11]=1)=[N:2][CH3:1], predict the reactants needed to synthesize it. The reactants are: [CH3:1][NH:2][C:3]([N:5]1[CH2:9][CH2:8][CH2:7][CH:6]1[C:10]1[CH:14]=[C:13]([C:15]2[CH:20]=[CH:19][CH:18]=[C:17]([Cl:21])[CH:16]=2)[O:12][N:11]=1)=[S:4].[CH3:22]I. (4) Given the product [Cl:1][C:2]1[CH:7]=[C:6]([N:8]([CH3:9])[CH3:10])[CH:5]=[C:4]([CH2:17][N:12]2[CH2:16][CH2:15][CH2:14][CH2:13]2)[C:3]=1[OH:11], predict the reactants needed to synthesize it. The reactants are: [Cl:1][C:2]1[CH:7]=[C:6]([N:8]([CH3:10])[CH3:9])[CH:5]=[CH:4][C:3]=1[OH:11].[NH:12]1[CH2:16][CH2:15][CH2:14][CH2:13]1.[CH2:17]=O. (5) Given the product [CH3:1][O:2][C@@H:3]1[CH2:8][CH2:7][CH2:6][C@H:5]([O:9][C:10]2[C:15]([NH:16][C:17]3[C:18]4[C:25]([CH3:26])=[C:24]([C:27]([NH2:32])=[O:28])[S:23][C:19]=4[N:20]=[CH:21][N:22]=3)=[CH:14][CH:13]=[CH:12][N:11]=2)[CH2:4]1, predict the reactants needed to synthesize it. The reactants are: [CH3:1][O:2][C@@H:3]1[CH2:8][CH2:7][CH2:6][C@H:5]([O:9][C:10]2[C:15]([NH:16][C:17]3[C:18]4[C:25]([CH3:26])=[C:24]([C:27](O)=[O:28])[S:23][C:19]=4[N:20]=[CH:21][N:22]=3)=[CH:14][CH:13]=[CH:12][N:11]=2)[CH2:4]1.N.C[N:32](C(ON1N=NC2C=CC=CC1=2)=[N+](C)C)C.[B-](F)(F)(F)F.